This data is from Forward reaction prediction with 1.9M reactions from USPTO patents (1976-2016). The task is: Predict the product of the given reaction. (1) The product is: [ClH:1].[O:57]=[S:37]1(=[O:36])[C:41]2[CH:42]=[CH:43][C:44]([N:46]3[C:50](=[O:51])[CH2:49][C:48]4([CH2:52][CH2:53][N:54]([CH2:4][C@H:3]([OH:2])[C:24]5[CH:33]=[CH:32][C:27]6[C:28](=[O:31])[O:29][CH2:30][C:26]=6[C:25]=5[CH3:34])[CH2:55][CH2:56]4)[CH2:47]3)=[CH:45][C:40]=2[CH2:39][CH2:38]1. Given the reactants [ClH:1].[OH:2][C@H:3]([C:24]1[CH:33]=[CH:32][C:27]2[C:28](=[O:31])[O:29][CH2:30][C:26]=2[C:25]=1[CH3:34])[CH2:4]N1CCC2(CN(C3SC(S(C)(=O)=O)=NN=3)CC2)CC1.Cl.[O:36]=[S:37]1(=[O:57])[C:41]2[CH:42]=[CH:43][C:44]([N:46]3[C:50](=[O:51])[CH2:49][C:48]4([CH2:56][CH2:55][NH:54][CH2:53][CH2:52]4)[CH2:47]3)=[CH:45][C:40]=2[CH2:39][CH2:38]1.CC1C([C@@H]2CO2)=CC=C2C=1COC2=O, predict the reaction product. (2) Given the reactants O[CH2:2][C:3]1[CH:8]=[CH:7][CH:6]=[CH:5][C:4]=1[C:9]1[CH:18]=[CH:17][C:16]2[C:11](=[CH:12][CH:13]=[C:14]([O:19][CH3:20])[CH:15]=2)[C:10]=1[CH:21]([C:23]1[CH:28]=[CH:27][C:26]([O:29][CH2:30][CH2:31][N:32]2[CH2:37][CH2:36][CH2:35][CH2:34][CH2:33]2)=[CH:25][CH:24]=1)[OH:22], predict the reaction product. The product is: [CH3:20][O:19][C:14]1[CH:13]=[CH:12][C:11]2[C:16](=[CH:17][CH:18]=[C:9]3[C:4]4[CH:5]=[CH:6][CH:7]=[CH:8][C:3]=4[CH2:2][O:22][CH:21]([C:23]4[CH:24]=[CH:25][C:26]([O:29][CH2:30][CH2:31][N:32]5[CH2:33][CH2:34][CH2:35][CH2:36][CH2:37]5)=[CH:27][CH:28]=4)[C:10]3=2)[CH:15]=1. (3) Given the reactants [N+:1]([C:4]1[CH:9]=[CH:8][C:7]([C:10]2[N:14]=[CH:13][NH:12][N:11]=2)=[CH:6][CH:5]=1)([O-:3])=[O:2].Br[C:16]1[CH:21]=[CH:20][C:19]([O:22][C:23]([F:29])([F:28])[C:24]([F:27])([F:26])[F:25])=[CH:18][CH:17]=1.N1C2C(=CC=CC=2O)C=CC=1.C([O-])([O-])=O.[Cs+].[Cs+].N1C=CN=N1, predict the reaction product. The product is: [N+:1]([C:4]1[CH:5]=[CH:6][C:7]([C:10]2[N:14]=[CH:13][N:12]([C:16]3[CH:17]=[CH:18][C:19]([O:22][C:23]([F:28])([F:29])[C:24]([F:26])([F:27])[F:25])=[CH:20][CH:21]=3)[N:11]=2)=[CH:8][CH:9]=1)([O-:3])=[O:2]. (4) Given the reactants [N:1]1[CH:6]=[CH:5][N:4]=[CH:3][C:2]=1[C:7]1[S:11][CH:10]=[C:9]([CH:12]=O)[CH:8]=1.N1(C2C=C[C:22]([CH:23]=[O:24])=CC=2)C=CC=N1, predict the reaction product. The product is: [N:1]1[CH:6]=[CH:5][N:4]=[CH:3][C:2]=1[C:7]1[S:11][CH:10]=[C:9](/[CH:12]=[CH:22]/[CH:23]=[O:24])[CH:8]=1. (5) Given the reactants C(Cl)(Cl)Cl.[Cl:5][C:6]1[C:15]([CH2:16][NH:17][CH:18]2[CH2:23][CH2:22][N:21]([CH2:24][CH2:25][N:26]3[C:35]4[C:30](=[CH:31][CH:32]=[C:33]([O:36][CH3:37])[CH:34]=4)[N:29]=[CH:28][C:27]3=[O:38])[CH2:20][CH2:19]2)=[N:14][C:13]2[NH:12][C:11](=[O:39])[CH2:10][S:9][C:8]=2[CH:7]=1.[C:40](O[C:40]([O:42][C:43]([CH3:46])([CH3:45])[CH3:44])=[O:41])([O:42][C:43]([CH3:46])([CH3:45])[CH3:44])=[O:41], predict the reaction product. The product is: [C:43]([O:42][C:40](=[O:41])[N:17]([CH2:16][C:15]1[C:6]([Cl:5])=[CH:7][C:8]2[S:9][CH2:10][C:11](=[O:39])[NH:12][C:13]=2[N:14]=1)[CH:18]1[CH2:23][CH2:22][N:21]([CH2:24][CH2:25][N:26]2[C:35]3[C:30](=[CH:31][CH:32]=[C:33]([O:36][CH3:37])[CH:34]=3)[N:29]=[CH:28][C:27]2=[O:38])[CH2:20][CH2:19]1)([CH3:46])([CH3:45])[CH3:44]. (6) The product is: [CH:13]1([NH:12][C:10](=[O:11])[C:9]2[CH:16]=[CH:17][C:18]([CH3:19])=[C:7]([N:6]3[CH:5]=[N:4][C:3]4[C:2]3=[N:1][CH:29]=[N:31][C:20]=4[C:21]3[CH:26]=[CH:25][C:24]([SH:27])=[CH:23][CH:22]=3)[CH:8]=2)[CH2:15][CH2:14]1. Given the reactants [NH2:1][C:2]1[N:6]([C:7]2[CH:8]=[C:9]([CH:16]=[CH:17][C:18]=2[CH3:19])[C:10]([NH:12][CH:13]2[CH2:15][CH2:14]2)=[O:11])[CH:5]=[N:4][C:3]=1[C:20](=O)[C:21]1[CH:26]=[CH:25][C:24]([SH:27])=[CH:23][CH:22]=1.[CH:29]([NH2:31])=O, predict the reaction product. (7) Given the reactants [CH3:1][O:2][C:3]1[CH:4]=[C:5]2[C:9](=[CH:10][CH:11]=1)[NH:8][C:7]([CH3:12])=[CH:6]2.Cl[C:14]1[C:23]2[C:18](=[C:19]([C:24](F)(F)F)[CH:20]=[CH:21][CH:22]=2)[N:17]=[CH:16][CH:15]=1.C(=O)(O)[O-].[Na+], predict the reaction product. The product is: [CH3:1][O:2][C:3]1[CH:4]=[C:5]2[C:9](=[CH:10][CH:11]=1)[NH:8][C:7]([CH3:12])=[C:6]2[C:14]1[C:23]2[C:18](=[C:19]([CH3:24])[CH:20]=[CH:21][CH:22]=2)[N:17]=[CH:16][CH:15]=1. (8) Given the reactants [ClH:1].[NH2:2][OH:3].[C:4]1([C:10]#[C:11][C:12]2[CH:13]=[N:14][CH:15]=[C:16]([CH:19]=2)[C:17]#[N:18])[CH:9]=[CH:8][CH:7]=[CH:6][CH:5]=1.C(=O)([O-])[O-].[K+].[K+], predict the reaction product. The product is: [ClH:1].[OH:3][NH:2][C:17](=[NH:18])[C:16]1[CH:19]=[C:12]([C:11]#[C:10][C:4]2[CH:9]=[CH:8][CH:7]=[CH:6][CH:5]=2)[CH:13]=[N:14][CH:15]=1. (9) Given the reactants [CH:1]1([CH2:6][CH:7]([C:11]2[CH:16]=[CH:15][C:14]([S:17]([CH3:20])(=[O:19])=[O:18])=[C:13]([N+:21]([O-:23])=[O:22])[CH:12]=2)[C:8]([OH:10])=O)[CH2:5][CH2:4][CH2:3][CH2:2]1.C(N(CC)CC)C.F[P-](F)(F)(F)(F)F.N1(O[P+](N(C)C)(N(C)C)N(C)C)C2C=CC=CC=2N=N1.[NH2:58][C:59]1[CH:64]=[CH:63][N:62]=[C:61]([CH3:65])[N:60]=1.Cl, predict the reaction product. The product is: [CH:1]1([CH2:6][CH:7]([C:11]2[CH:16]=[CH:15][C:14]([S:17]([CH3:20])(=[O:19])=[O:18])=[C:13]([N+:21]([O-:23])=[O:22])[CH:12]=2)[C:8]([NH:58][C:59]2[CH:64]=[CH:63][N:62]=[C:61]([CH3:65])[N:60]=2)=[O:10])[CH2:5][CH2:4][CH2:3][CH2:2]1.